This data is from Catalyst prediction with 721,799 reactions and 888 catalyst types from USPTO. The task is: Predict which catalyst facilitates the given reaction. (1) Product: [CH2:1]([O:3][C:4](=[O:17])[C:5]([C:8]1[CH:9]=[CH:10][C:11]([CH2:14][CH2:15][O:16][S:26]([CH3:25])(=[O:28])=[O:27])=[CH:12][CH:13]=1)([CH3:7])[CH3:6])[CH3:2]. Reactant: [CH2:1]([O:3][C:4](=[O:17])[C:5]([C:8]1[CH:13]=[CH:12][C:11]([CH2:14][CH2:15][OH:16])=[CH:10][CH:9]=1)([CH3:7])[CH3:6])[CH3:2].C(N(CC)CC)C.[CH3:25][S:26](Cl)(=[O:28])=[O:27].ClCCl. The catalyst class is: 6. (2) Reactant: [CH2:1]1[CH:5]2[CH2:6][CH2:7][CH2:8][C:4]2([C:9]([O:11][CH3:12])=[O:10])[CH2:3][NH:2]1.CCN(C(C)C)C(C)C.[Br:22][C:23]1[CH:24]=[N:25][C:26](Cl)=[N:27][CH:28]=1. Product: [Br:22][C:23]1[CH:24]=[N:25][C:26]([N:2]2[CH2:3][C:4]3([C:9]([O:11][CH3:12])=[O:10])[CH2:8][CH2:7][CH2:6][CH:5]3[CH2:1]2)=[N:27][CH:28]=1. The catalyst class is: 14. (3) The catalyst class is: 307. Reactant: [CH3:1]C(C)([O-])C.[K+].[CH:7]([C:9]1[C:18]2[C:13](=[CH:14][CH:15]=[CH:16][CH:17]=2)[C:12]([NH:19][C:20](=[O:26])[O:21][C:22]([CH3:25])([CH3:24])[CH3:23])=[CH:11][CH:10]=1)=O.[NH4+].[Cl-]. Product: [CH:7]([C:9]1[C:18]2[C:13](=[CH:14][CH:15]=[CH:16][CH:17]=2)[C:12]([NH:19][C:20](=[O:26])[O:21][C:22]([CH3:25])([CH3:24])[CH3:23])=[CH:11][CH:10]=1)=[CH2:1]. (4) Reactant: [CH:1]1([CH2:6][C@@H:7]([C:12](=[O:27])[N:13]2[CH:17]([C:18]([NH:20][C:21]3[CH:26]=[CH:25][CH:24]=[CH:23][CH:22]=3)=[O:19])[CH2:16][CH:15]=[N:14]2)[CH2:8][C:9](O)=[O:10])[CH2:5][CH2:4][CH2:3][CH2:2]1.[C:28]1([CH2:34][O:35][NH2:36])[CH:33]=[CH:32][CH:31]=[CH:30][CH:29]=1.CN1CCOCC1.N1C2C(=NC=CC=2)N(O)N=1.C(Cl)CCl. Product: [CH:1]1([CH2:6][C@H:7]([CH2:8][C:9](=[O:10])[NH:36][O:35][CH2:34][C:28]2[CH:33]=[CH:32][CH:31]=[CH:30][CH:29]=2)[C:12]([N:13]2[C@H:17]([C:18]([NH:20][C:21]3[CH:26]=[CH:25][CH:24]=[CH:23][CH:22]=3)=[O:19])[CH2:16][CH:15]=[N:14]2)=[O:27])[CH2:2][CH2:3][CH2:4][CH2:5]1. The catalyst class is: 4.